From a dataset of Cav3 T-type calcium channel HTS with 100,875 compounds. Binary Classification. Given a drug SMILES string, predict its activity (active/inactive) in a high-throughput screening assay against a specified biological target. (1) The compound is O=C(N1CCN(CC1)c1ccccc1)COC(=O)c1nc2c(cc1)cccc2. The result is 0 (inactive). (2) The compound is S(=O)(=O)(NC(C)C)c1ccc(CCC(=O)NCc2cc3OCOc3cc2)cc1. The result is 0 (inactive). (3) The compound is s1c(c2onc(C(=O)Nc3cn(nc3)Cc3c(cccc3)C)c2)ccc1. The result is 0 (inactive). (4) The result is 0 (inactive). The compound is O=C(Nc1cc2nc(n(c2cc1)C)CN1CCCCC1)c1ccccc1. (5) The compound is o1c(C(=O)N(CCc2ccc(OC)cc2)Cc2[nH]c3c(c(=O)n2)cccc3)ccc1. The result is 0 (inactive). (6) The molecule is S(=O)(=O)(NCCC(=O)Nc1c(F)cccc1)c1cc2c(n(c(=O)n(c2=O)C)C)cc1. The result is 0 (inactive). (7) The drug is O1c2n(c(=O)n(c(=O)c2C(Nc2c1cccc2)c1cc([N+]([O-])=O)ccc1)C)C. The result is 0 (inactive). (8) The molecule is S(=O)(=O)(N(CC(=O)Nc1c(cccc1)C)C)c1c2ncccc2ccc1. The result is 0 (inactive). (9) The molecule is O=C(NCCCn1ccnc1)c1c(nn(c1)c1ccccc1)c1ccccc1. The result is 0 (inactive).